From a dataset of TCR-epitope binding with 47,182 pairs between 192 epitopes and 23,139 TCRs. Binary Classification. Given a T-cell receptor sequence (or CDR3 region) and an epitope sequence, predict whether binding occurs between them. (1) The epitope is TEILPVSMTK. The TCR CDR3 sequence is CASSASGTGGEQYF. Result: 0 (the TCR does not bind to the epitope). (2) The epitope is AYILFTRFFYV. The TCR CDR3 sequence is CASRDTLAADSPLHF. Result: 0 (the TCR does not bind to the epitope).